Dataset: Full USPTO retrosynthesis dataset with 1.9M reactions from patents (1976-2016). Task: Predict the reactants needed to synthesize the given product. (1) Given the product [CH2:31]([C@H:30]1[C@@H:26]([C:6]2[N:7]3[C:12]4[CH:13]=[CH:14][NH:15][C:11]=4[N:10]=[CH:9][C:8]3=[C:4]([CH2:1][CH2:2][CH2:3][OH:46])[N:5]=2)[CH2:27][C@@H:28]([NH:33][S:34]([CH:37]2[CH2:39][CH2:38]2)(=[O:35])=[O:36])[CH2:29]1)[CH3:32], predict the reactants needed to synthesize it. The reactants are: [CH2:1]([C:4]1[N:5]=[C:6]([C@@H:26]2[C@H:30]([CH2:31][CH3:32])[CH2:29][C@H:28]([NH:33][S:34]([CH:37]3[CH2:39][CH2:38]3)(=[O:36])=[O:35])[CH2:27]2)[N:7]2[C:12]3[CH:13]=[CH:14][N:15](S(C4C=CC(C)=CC=4)(=O)=O)[C:11]=3[N:10]=[CH:9][C:8]=12)[CH:2]=[CH2:3].OO.[OH-].[Na+].CC[O:46]C(C)=O. (2) The reactants are: C([O:9][C@@H:10]1[C@@H:35]([O:36]C(=O)C2C=CC=CC=2)[C@H:34]([O:45]C(=O)C2C=CC=CC=2)[C@@H:33]([C@@H:54]([CH3:64])[O:55]C(=O)C2C=CC=CC=2)[O:32][C@H:11]1[O:12][C:13]1[CH:18]=[C:17]([CH2:19][O:20]C(=O)C)[CH:16]=[CH:15][C:14]=1[CH2:24][C:25]1[CH:30]=[CH:29][C:28]([F:31])=[CH:27][CH:26]=1)(=O)C1C=CC=CC=1.C(=O)([O-])[O-].[K+].[K+]. Given the product [O:12]([C:13]1[CH:18]=[C:17]([CH2:19][OH:20])[CH:16]=[CH:15][C:14]=1[CH2:24][C:25]1[CH:26]=[CH:27][C:28]([F:31])=[CH:29][CH:30]=1)[C@@H:11]1[O:32][C@H:33]([C@@H:54]([CH3:64])[OH:55])[C@@H:34]([OH:45])[C@H:35]([OH:36])[C@H:10]1[OH:9], predict the reactants needed to synthesize it. (3) Given the product [CH3:11][C:8]1[N:6]2[N:7]=[C:2]([N:17]([CH3:16])[C@H:18]([C:20]3[CH:25]=[CH:24][CH:23]=[CH:22][CH:21]=3)[CH3:19])[CH:3]=[C:4]([C:12]([O:14][CH3:15])=[O:13])[C:5]2=[N:10][N:9]=1, predict the reactants needed to synthesize it. The reactants are: Cl[C:2]1[CH:3]=[C:4]([C:12]([O:14][CH3:15])=[O:13])[C:5]2[N:6]([C:8]([CH3:11])=[N:9][N:10]=2)[N:7]=1.[CH3:16][NH:17][C@H:18]([C:20]1[CH:25]=[CH:24][CH:23]=[CH:22][CH:21]=1)[CH3:19]. (4) Given the product [OH:1][C@@H:2]([CH:6]([CH3:8])[CH3:7])[C:3]([O:5][CH2:15][C:14]1[CH:17]=[CH:18][C:11]([O:10][CH3:9])=[CH:12][CH:13]=1)=[O:4], predict the reactants needed to synthesize it. The reactants are: [OH:1][C@@H:2]([CH:6]([CH3:8])[CH3:7])[C:3]([OH:5])=[O:4].[CH3:9][O:10][C:11]1[CH:18]=[CH:17][C:14]([CH2:15]Cl)=[CH:13][CH:12]=1.C(O)C. (5) The reactants are: Cl.[CH3:2][O:3][NH:4][CH3:5].C(Cl)Cl.[F:9][C:10]([F:21])([F:20])[C:11]1[CH:12]=[C:13]([CH:17]=[CH:18][CH:19]=1)[C:14](Cl)=[O:15].CCN(CC)CC. Given the product [CH3:2][O:3][N:4]([CH3:5])[C:14](=[O:15])[C:13]1[CH:17]=[CH:18][CH:19]=[C:11]([C:10]([F:21])([F:20])[F:9])[CH:12]=1, predict the reactants needed to synthesize it. (6) Given the product [CH3:40][O:41][CH2:42][C:43]1[N:44]=[C:45]([CH2:48][N:49]2[N:53]=[C:52]([NH:54][C:14]([C:10]3[N:11]=[CH:12][O:13][C:9]=3[C:3]3[CH:4]=[CH:5][CH:6]=[CH:7][CH:8]=3)=[O:16])[CH:51]=[N:50]2)[O:46][CH:47]=1, predict the reactants needed to synthesize it. The reactants are: N#N.[C:3]1([C:9]2[O:13][CH:12]=[N:11][C:10]=2[C:14]([OH:16])=O)[CH:8]=[CH:7][CH:6]=[CH:5][CH:4]=1.C1C=CC2N(O)N=NC=2C=1.C(Cl)CCl.CCN(C(C)C)C(C)C.[CH3:40][O:41][CH2:42][C:43]1[N:44]=[C:45]([CH2:48][N:49]2[N:53]=[C:52]([NH2:54])[CH:51]=[N:50]2)[O:46][CH:47]=1. (7) Given the product [Cl:27][C:2]1[CH:10]=[C:9]2[C:5]([C:6]([CH2:18][CH:19]([CH3:21])[CH3:20])=[CH:7][N:8]2[C:11]2[S:12][CH:13]=[C:14]([C:16](=[NH:17])[NH:28][OH:29])[N:15]=2)=[CH:4][CH:3]=1, predict the reactants needed to synthesize it. The reactants are: Cl[C:2]1[CH:10]=[C:9]2[C:5]([C:6]([CH2:18][CH:19]([CH3:21])[CH3:20])=[CH:7][N:8]2[C:11]2[S:12][CH:13]=[C:14]([C:16]#[N:17])[N:15]=2)=[CH:4][CH:3]=1.C(=O)(O)[O-].[Na+].[ClH:27].[NH2:28][OH:29].